This data is from Catalyst prediction with 721,799 reactions and 888 catalyst types from USPTO. The task is: Predict which catalyst facilitates the given reaction. Product: [F:38][S:4]([F:35])([F:3])([F:36])([F:37])[C:5]1[CH:6]=[CH:7][C:8]([CH:11]=[CH:12][C:13]2[O:14][CH:15]=[C:16]([CH2:18][O:19][C:20]3[CH:21]=[CH:22][C:23]([CH2:26][CH2:27][CH2:28][CH2:29][C:30]4[N:31]=[N:32][N:33]([CH2:40][CH2:41][OH:42])[N:34]=4)=[CH:24][CH:25]=3)[N:17]=2)=[CH:9][CH:10]=1.[F:38][S:4]([F:35])([F:3])([F:36])([F:37])[C:5]1[CH:6]=[CH:7][C:8]([CH:11]=[CH:12][C:13]2[O:14][CH:15]=[C:16]([CH2:18][O:19][C:20]3[CH:21]=[CH:22][C:23]([CH2:26][CH2:27][CH2:28][CH2:29][C:30]4[N:34]([CH2:40][CH2:41][OH:42])[N:33]=[N:32][N:31]=4)=[CH:24][CH:25]=3)[N:17]=2)=[CH:9][CH:10]=1. The catalyst class is: 3. Reactant: [H-].[Na+].[F:3][S:4]([F:38])([F:37])([F:36])([F:35])[C:5]1[CH:10]=[CH:9][C:8](/[CH:11]=[CH:12]/[C:13]2[O:14][CH:15]=[C:16]([CH2:18][O:19][C:20]3[CH:25]=[CH:24][C:23]([CH2:26][CH2:27][CH2:28][CH2:29][C:30]4[N:31]=[N:32][NH:33][N:34]=4)=[CH:22][CH:21]=3)[N:17]=2)=[CH:7][CH:6]=1.Br[CH2:40][CH2:41][OH:42].